Dataset: Reaction yield outcomes from USPTO patents with 853,638 reactions. Task: Predict the reaction yield, written as a fraction of the theoretical maximum amount of product (1.0 means a 100% yield; for example, 0.34 means a 34% yield). The reactants are [Br:1][C:2](=[CH2:6])[CH2:3][CH2:4][OH:5].N1C=CN=C1.[Si:12](Cl)([C:15]([CH3:18])([CH3:17])[CH3:16])([CH3:14])[CH3:13]. The catalyst is C(Cl)Cl.CN(C)C1C=CN=CC=1. The product is [Br:1][C:2](=[CH2:6])[CH2:3][CH2:4][O:5][Si:12]([C:15]([CH3:18])([CH3:17])[CH3:16])([CH3:14])[CH3:13]. The yield is 0.930.